Dataset: Forward reaction prediction with 1.9M reactions from USPTO patents (1976-2016). Task: Predict the product of the given reaction. (1) The product is: [Br:31][C:32]1[C:33]([CH2:49][N:50]2[CH2:51][CH2:52][O:53][CH2:54][CH2:55]2)=[CH:34][C:35]([O:41][CH2:42][C:43]2[CH:44]=[CH:45][CH:46]=[CH:47][CH:48]=2)=[C:36]([CH:40]=1)[C:37]([NH:20][C:21]1[CH:22]=[N:23][CH:24]=[CH:25][CH:26]=1)=[O:38]. Given the reactants C(N(C(C)C)CC)(C)C.C1C=CC2N(O)N=NC=2C=1.[NH2:20][C:21]1[CH:22]=[N:23][CH:24]=[CH:25][CH:26]=1.C(Cl)CCl.[Br:31][C:32]1[C:33]([CH2:49][N:50]2[CH2:55][CH2:54][O:53][CH2:52][CH2:51]2)=[CH:34][C:35]([O:41][CH2:42][C:43]2[CH:48]=[CH:47][CH:46]=[CH:45][CH:44]=2)=[C:36]([CH:40]=1)[C:37](O)=[O:38], predict the reaction product. (2) Given the reactants [NH4+].[OH-].[CH3:3][C:4](=[O:8])[O:5][CH2:6][CH3:7].CO, predict the reaction product. The product is: [CH3:3][C:4](=[O:8])[O:5][CH2:6][CH3:7].[CH3:3][CH2:4][O:5][CH2:6][CH3:7].